Predict the reaction yield, written as a fraction of the theoretical maximum amount of product (1.0 means a 100% yield; for example, 0.34 means a 34% yield). From a dataset of Reaction yield outcomes from USPTO patents with 853,638 reactions. The reactants are [Cl:1][C:2]1[CH:3]=[C:4]([S:8](Cl)(=[O:10])=[O:9])[CH:5]=[CH:6][CH:7]=1.[CH2:12]([O:14][C:15](=[O:23])[C:16]1[CH:21]=[CH:20][CH:19]=[C:18]([NH2:22])[CH:17]=1)[CH3:13]. The catalyst is C1(C)C=CC=CC=1. The product is [CH2:12]([O:14][C:15](=[O:23])[C:16]1[CH:21]=[CH:20][CH:19]=[C:18]([NH:22][S:8]([C:4]2[CH:5]=[CH:6][CH:7]=[C:2]([Cl:1])[CH:3]=2)(=[O:10])=[O:9])[CH:17]=1)[CH3:13]. The yield is 0.980.